Dataset: Catalyst prediction with 721,799 reactions and 888 catalyst types from USPTO. Task: Predict which catalyst facilitates the given reaction. (1) Product: [CH2:1]([N:5]1[C:9]([CH2:10][N:11]([CH2:17][C:18]2[CH:19]=[C:20]3[C:24](=[CH:25][CH:26]=2)[NH:23][CH:22]=[C:21]3[Cl:42])[CH2:12][CH2:13][CH:14]([CH3:15])[CH3:16])=[C:8]([Cl:27])[N:7]=[C:6]1[C:28]1[CH:33]=[CH:32][CH:31]=[CH:30][C:29]=1[CH3:34])[CH2:2][CH2:3][CH3:4]. Reactant: [CH2:1]([N:5]1[C:9]([CH2:10][N:11]([CH2:17][C:18]2[CH:19]=[C:20]3[C:24](=[CH:25][CH:26]=2)[NH:23][CH:22]=[CH:21]3)[CH2:12][CH2:13][CH:14]([CH3:16])[CH3:15])=[C:8]([Cl:27])[N:7]=[C:6]1[C:28]1[CH:33]=[CH:32][CH:31]=[CH:30][C:29]=1[CH3:34])[CH2:2][CH2:3][CH3:4].C1C(=O)N([Cl:42])C(=O)C1. The catalyst class is: 10. (2) Reactant: [NH2:1][C:2]1[C:6]([C:7]([C:9]2[CH:14]=[CH:13][CH:12]=[CH:11][CH:10]=2)=[O:8])=[CH:5][N:4]([CH2:15][CH3:16])[N:3]=1.[CH3:17][C:18]1[O:22][C:21]([C:23]2[CH:28]=[CH:27][CH:26]=[CH:25][CH:24]=2)=[N:20][C:19]=1[CH2:29][O:30][C:31]1[CH:36]=[CH:35][C:34]([S:37](Cl)(=[O:39])=[O:38])=[CH:33][CH:32]=1. Product: [C:7]([C:6]1[C:2]([NH:1][S:37]([C:34]2[CH:35]=[CH:36][C:31]([O:30][CH2:29][C:19]3[N:20]=[C:21]([C:23]4[CH:24]=[CH:25][CH:26]=[CH:27][CH:28]=4)[O:22][C:18]=3[CH3:17])=[CH:32][CH:33]=2)(=[O:38])=[O:39])=[N:3][N:4]([CH2:15][CH3:16])[CH:5]=1)(=[O:8])[C:9]1[CH:10]=[CH:11][CH:12]=[CH:13][CH:14]=1. The catalyst class is: 17.